Dataset: Peptide-MHC class II binding affinity with 134,281 pairs from IEDB. Task: Regression. Given a peptide amino acid sequence and an MHC pseudo amino acid sequence, predict their binding affinity value. This is MHC class II binding data. (1) The peptide sequence is ELLKTVRLIKFLYQSNP. The MHC is HLA-DPA10301-DPB10402 with pseudo-sequence HLA-DPA10301-DPB10402. The binding affinity (normalized) is 0.651. (2) The peptide sequence is RLMSMKSIQKNTIFK. The MHC is DRB1_0101 with pseudo-sequence DRB1_0101. The binding affinity (normalized) is 0.654. (3) The peptide sequence is AKLMRDIPFRVGAVV. The MHC is DRB1_1501 with pseudo-sequence DRB1_1501. The binding affinity (normalized) is 0.549.